From a dataset of Full USPTO retrosynthesis dataset with 1.9M reactions from patents (1976-2016). Predict the reactants needed to synthesize the given product. (1) Given the product [CH3:16][O:17][C:18]1[CH:25]=[C:24]([O:26][CH3:27])[CH:23]=[CH:22][C:19]=1[CH2:15][N:2]1[CH:3]=[CH:4][C:5]2[C:6](=[CH:9][CH:10]=[C:11]([C:13]#[N:14])[CH:12]=2)[C:7]1=[NH:8], predict the reactants needed to synthesize it. The reactants are: C[N:2]([CH3:15])/[CH:3]=[CH:4]/[C:5]1[CH:12]=[C:11]([C:13]#[N:14])[CH:10]=[CH:9][C:6]=1[C:7]#[N:8].[CH3:16][O:17][C:18]1[CH:25]=[C:24]([O:26][CH3:27])[CH:23]=[CH:22][C:19]=1CN.CN1C(=O)N(C)CCC1. (2) The reactants are: [C:1]([O-:4])([O-])=O.[K+].[K+].FC1C=C(OC)C=C(F)C=1CBr.[CH3:19][O:20][C:21]1C(C)=[CH:25][C:24]([N:28]2[C:33](=[O:34])[N:32]([CH2:35][C:36]3[C:41]([F:42])=[CH:40][C:39](F)=[CH:38][C:37]=3[F:44])[C:31]3[CH:45]=[CH:46][CH:47]=[CH:48][C:30]=3[S:29]2(=[O:50])=[O:49])=[CH:23][C:22]=1C.C[N:53](C=O)C. Given the product [F:44][C:37]1[CH:38]=[C:39]([O:4][CH3:1])[CH:40]=[C:41]([F:42])[C:36]=1[CH2:35][N:32]1[C:31]2[CH:45]=[CH:46][CH:47]=[CH:48][C:30]=2[S:29](=[O:50])(=[O:49])[N:28]([C:24]2[CH:25]=[N:53][C:21]([O:20][CH3:19])=[CH:22][CH:23]=2)[C:33]1=[O:34], predict the reactants needed to synthesize it.